This data is from Peptide-MHC class I binding affinity with 185,985 pairs from IEDB/IMGT. The task is: Regression. Given a peptide amino acid sequence and an MHC pseudo amino acid sequence, predict their binding affinity value. This is MHC class I binding data. (1) The peptide sequence is WCSQTNYQY. The MHC is HLA-A01:01 with pseudo-sequence HLA-A01:01. The binding affinity (normalized) is 0.365. (2) The peptide sequence is GLLDNTEPA. The MHC is HLA-A02:01 with pseudo-sequence HLA-A02:01. The binding affinity (normalized) is 0.820.